From a dataset of Full USPTO retrosynthesis dataset with 1.9M reactions from patents (1976-2016). Predict the reactants needed to synthesize the given product. (1) Given the product [C:23]([O:22][C:20]([N:5]([C:6]1[CH:7]=[C:8]2[C:12](=[CH:13][CH:14]=1)[N:11]([CH2:15][C:16]([O:18][CH3:19])=[O:17])[CH:10]=[CH:9]2)[S:2]([CH3:1])(=[O:3])=[O:4])=[O:21])([CH3:26])([CH3:25])[CH3:24], predict the reactants needed to synthesize it. The reactants are: [CH3:1][S:2]([NH:5][C:6]1[CH:7]=[C:8]2[C:12](=[CH:13][CH:14]=1)[N:11]([CH2:15][C:16]([O:18][CH3:19])=[O:17])[CH:10]=[CH:9]2)(=[O:4])=[O:3].[C:20](O[C:20]([O:22][C:23]([CH3:26])([CH3:25])[CH3:24])=[O:21])([O:22][C:23]([CH3:26])([CH3:25])[CH3:24])=[O:21]. (2) Given the product [CH3:22][N:23]1[CH:27]=[CH:26][N:25]=[C:24]1[N:28]1[CH2:20][CH2:19][N:4]([C:5]2[C:6]([CH3:18])=[C:7]([CH3:17])[C:8]3[O:12][C:11]([CH3:14])([CH3:13])[CH2:10][C:9]=3[C:15]=2[CH3:16])[CH2:3][CH2:2]1, predict the reactants needed to synthesize it. The reactants are: Cl[CH2:2][CH2:3][N:4]([CH2:19][CH2:20]Cl)[C:5]1[C:6]([CH3:18])=[C:7]([CH3:17])[C:8]2[O:12][C:11]([CH3:14])([CH3:13])[CH2:10][C:9]=2[C:15]=1[CH3:16].[CH3:22][N:23]1[CH:27]=[CH:26][N:25]=[C:24]1[NH2:28]. (3) The reactants are: C([O:3][P:4]([CH2:9][CH2:10][C:11]([NH:29]C(OCC1C=CC=CC=1)=O)([CH3:28])[CH2:12][CH2:13][C:14]1[CH:19]=[CH:18][C:17]([CH2:20][CH2:21][CH2:22][CH2:23][CH2:24][CH2:25][CH2:26][CH3:27])=[CH:16][CH:15]=1)(=[O:8])[O:5]CC)C.I[Si](C)(C)C.CO. Given the product [NH2:29][C:11]([CH3:28])([CH2:12][CH2:13][C:14]1[CH:19]=[CH:18][C:17]([CH2:20][CH2:21][CH2:22][CH2:23][CH2:24][CH2:25][CH2:26][CH3:27])=[CH:16][CH:15]=1)[CH2:10][CH2:9][P:4](=[O:3])([OH:8])[OH:5], predict the reactants needed to synthesize it. (4) Given the product [F:1][C:2]1[CH:3]=[C:4]([CH2:9][C:10]([N:14]([C:15](=[S:16])[NH2:17])[NH2:13])=[O:12])[CH:5]=[C:6]([F:8])[CH:7]=1, predict the reactants needed to synthesize it. The reactants are: [F:1][C:2]1[CH:3]=[C:4]([CH2:9][C:10]([OH:12])=O)[CH:5]=[C:6]([F:8])[CH:7]=1.[NH2:13][NH:14][C:15]([NH2:17])=[S:16].OC1C2N=NNC=2C=CC=1.Cl.C(N=C=NCCCN(C)C)C.